This data is from Forward reaction prediction with 1.9M reactions from USPTO patents (1976-2016). The task is: Predict the product of the given reaction. The product is: [F:10][C:7]([F:8])([F:9])[C:6]([NH:14][C:15]1[CH:16]=[C:17]2[C:21](=[CH:22][CH:23]=1)[NH:20][N:19]=[CH:18]2)=[O:11]. Given the reactants [F:8][C:7]([F:10])([F:9])[C:6](O[C:6](=[O:11])[C:7]([F:10])([F:9])[F:8])=[O:11].[NH2:14][C:15]1[CH:16]=[C:17]2[C:21](=[CH:22][CH:23]=1)[NH:20][N:19]=[CH:18]2, predict the reaction product.